Dataset: Forward reaction prediction with 1.9M reactions from USPTO patents (1976-2016). Task: Predict the product of the given reaction. Given the reactants Cl[C:2]1[C:7]([CH2:8][CH3:9])=[C:6]([Cl:10])[N:5]=[CH:4][N:3]=1.[CH:11]([O:14][C:15]([N:17]1[CH2:22][CH2:21][CH:20]([OH:23])[CH2:19][CH2:18]1)=[O:16])([CH3:13])[CH3:12].CC(C)([O-])C.[K+], predict the reaction product. The product is: [CH:11]([O:14][C:15]([N:17]1[CH2:18][CH2:19][CH:20]([O:23][C:2]2[C:7]([CH2:8][CH3:9])=[C:6]([Cl:10])[N:5]=[CH:4][N:3]=2)[CH2:21][CH2:22]1)=[O:16])([CH3:13])[CH3:12].